Dataset: Peptide-MHC class I binding affinity with 185,985 pairs from IEDB/IMGT. Task: Regression. Given a peptide amino acid sequence and an MHC pseudo amino acid sequence, predict their binding affinity value. This is MHC class I binding data. (1) The peptide sequence is INIVIIVLI. The MHC is HLA-A02:02 with pseudo-sequence HLA-A02:02. The binding affinity (normalized) is 0.532. (2) The peptide sequence is LLHEVGITV. The MHC is HLA-A02:19 with pseudo-sequence HLA-A02:19. The binding affinity (normalized) is 0.808.